From a dataset of Reaction yield outcomes from USPTO patents with 853,638 reactions. Predict the reaction yield, written as a fraction of the theoretical maximum amount of product (1.0 means a 100% yield; for example, 0.34 means a 34% yield). (1) The reactants are [NH2:1][C:2]1[CH:7]=[CH:6][C:5]([Br:8])=[CH:4][C:3]=1[C:9]([C:11]1[CH:16]=[CH:15][C:14]([F:17])=[CH:13][CH:12]=1)=O.[CH3:18][S:19]([CH2:22][C:23](=O)[CH3:24])(=[O:21])=[O:20].[Na]. The catalyst is CC(O)C. The product is [Br:8][C:5]1[CH:4]=[C:3]2[C:2](=[CH:7][CH:6]=1)[N:1]=[C:23]([CH3:24])[C:22]([S:19]([CH3:18])(=[O:21])=[O:20])=[C:9]2[C:11]1[CH:16]=[CH:15][C:14]([F:17])=[CH:13][CH:12]=1. The yield is 0.280. (2) The reactants are [CH3:1][C:2]1[CH:7]=[C:6]([C:8]([F:11])([F:10])[F:9])[C:5]([N+:12]([O-:14])=[O:13])=[CH:4][C:3]=1[N+:15]([O-:17])=[O:16].C[C:19]([N:21]([CH3:23])[CH3:22])=O. The catalyst is CN(C=O)C. The product is [N+:15]([C:3]1[CH:4]=[C:5]([N+:12]([O-:14])=[O:13])[C:6]([C:8]([F:10])([F:11])[F:9])=[CH:7][C:2]=1/[CH:1]=[CH:19]/[N:21]([CH3:23])[CH3:22])([O-:17])=[O:16]. The yield is 0.860. (3) The reactants are [BH4-].[Na+].[OH:3][C@@H:4]([CH3:9])[CH2:5][C:6]([NH2:8])=O.[OH-].[Na+].[C:12](O[C:12]([O:14][C:15]([CH3:18])([CH3:17])[CH3:16])=[O:13])([O:14][C:15]([CH3:18])([CH3:17])[CH3:16])=[O:13]. The catalyst is C1COCC1.CCOCC.CCOC(C)=O.O. The product is [OH:3][C@@H:4]([CH3:9])[CH2:5][CH2:6][NH:8][C:12](=[O:13])[O:14][C:15]([CH3:18])([CH3:17])[CH3:16]. The yield is 0.280. (4) The reactants are Cl.[NH2:2][CH:3]1[CH2:7][CH:6]([CH2:8][OH:9])[CH:5]=[CH:4]1.[OH-].[Na+].[C:12]([O:16][C:17](F)=[O:18])([CH3:15])([CH3:14])[CH3:13].Cl. The catalyst is O.O1CCOCC1.C(OCC)C. The product is [C:17]([C:3]1([NH2:2])[CH2:7][CH:6]([CH2:8][OH:9])[CH:5]=[CH:4]1)([O:16][C:12]([CH3:15])([CH3:14])[CH3:13])=[O:18]. The yield is 0.560. (5) The reactants are C([O:5][CH2:6][CH2:7][O:8][C:9]1[CH:10]=[C:11]([NH:17][CH:18]([C:31]2[CH:36]=[CH:35][CH:34]=[CH:33][CH:32]=2)[C:19]([C:21]2[C:29]3[C:24](=[CH:25][CH:26]=[CH:27][CH:28]=3)[N:23]([CH3:30])[CH:22]=2)=[O:20])[CH:12]=[C:13]([O:15][CH3:16])[CH:14]=1)(C)(C)C.O1CCOCC1. The catalyst is Cl. The product is [OH:5][CH2:6][CH2:7][O:8][C:9]1[CH:10]=[C:11]([NH:17][CH:18]([C:31]2[CH:36]=[CH:35][CH:34]=[CH:33][CH:32]=2)[C:19]([C:21]2[C:29]3[C:24](=[CH:25][CH:26]=[CH:27][CH:28]=3)[N:23]([CH3:30])[CH:22]=2)=[O:20])[CH:12]=[C:13]([O:15][CH3:16])[CH:14]=1. The yield is 0.240. (6) The reactants are [CH:1]([N:4]1[C:12]2[CH:11]=[C:10]([NH:13][C:14]3[CH:19]=[CH:18][N:17]=[C:16]([N:20]4[CH2:24][CH2:23][C:22]([CH3:28])([C:25]([OH:27])=O)[CH2:21]4)[N:15]=3)[N:9]=[CH:8][C:7]=2[N:6]=[C:5]1[CH3:29])([CH3:3])[CH3:2].[Cl-].[NH4+].C([N:35](CC)C(C)C)(C)C.F[P-](F)(F)(F)(F)F.CN(C(N(C)C)=[N+]1C2C(=NC=CC=2)[N+]([O-])=N1)C. The catalyst is CN(C)C=O.C(#N)C.O. The product is [CH:1]([N:4]1[C:12]2[CH:11]=[C:10]([NH:13][C:14]3[CH:19]=[CH:18][N:17]=[C:16]([N:20]4[CH2:24][CH2:23][C:22]([CH3:28])([C:25]([NH2:35])=[O:27])[CH2:21]4)[N:15]=3)[N:9]=[CH:8][C:7]=2[N:6]=[C:5]1[CH3:29])([CH3:2])[CH3:3]. The yield is 0.700. (7) The reactants are BrC[CH2:3][CH2:4][CH2:5][O:6][C:7]1[CH:16]=[C:15]2[C:10](C=C[C:13](=[O:17])[NH:14]2)=[CH:9][CH:8]=1.[Na+].[I-].Cl.[Cl:21][C:22]1[C:27]([Cl:28])=[CH:26][CH:25]=[CH:24][C:23]=1[N:29]1[CH2:34][CH2:33][NH:32][CH2:31][CH2:30]1.C([O-])([O-])=O.[K+].[K+].CC#[N:43]. No catalyst specified. The product is [Cl:21][C:22]1[C:27]([Cl:28])=[CH:26][CH:25]=[CH:24][C:23]=1[N:29]1[CH2:34][CH2:33][N:32]([CH2:3][CH2:4][CH2:5][O:6][C:7]2[CH:8]=[CH:9][C:10]3[NH:43][C:13](=[O:17])[NH:14][C:15]=3[CH:16]=2)[CH2:31][CH2:30]1. The yield is 0.320.